Dataset: Peptide-MHC class I binding affinity with 185,985 pairs from IEDB/IMGT. Task: Regression. Given a peptide amino acid sequence and an MHC pseudo amino acid sequence, predict their binding affinity value. This is MHC class I binding data. (1) The peptide sequence is RPRCAYLPF. The MHC is HLA-B35:01 with pseudo-sequence HLA-B35:01. The binding affinity (normalized) is 0.778. (2) The peptide sequence is HAEMQNPVY. The MHC is HLA-B53:01 with pseudo-sequence HLA-B53:01. The binding affinity (normalized) is 0.213. (3) The peptide sequence is DAYGFHNYK. The MHC is HLA-A01:01 with pseudo-sequence HLA-A01:01. The binding affinity (normalized) is 0.0847. (4) The peptide sequence is RQMEGEGVL. The MHC is HLA-B15:01 with pseudo-sequence HLA-B15:01. The binding affinity (normalized) is 0.729. (5) The peptide sequence is FHEFLSSKL. The MHC is HLA-A02:01 with pseudo-sequence HLA-A02:01. The binding affinity (normalized) is 0.0847.